From a dataset of Peptide-MHC class II binding affinity with 134,281 pairs from IEDB. Regression. Given a peptide amino acid sequence and an MHC pseudo amino acid sequence, predict their binding affinity value. This is MHC class II binding data. (1) The peptide sequence is DSEEPLQGPFNFRFL. The MHC is DRB1_0701 with pseudo-sequence DRB1_0701. The binding affinity (normalized) is 0.168. (2) The peptide sequence is NARILKNCVDAKMTE. The MHC is DRB3_0202 with pseudo-sequence DRB3_0202. The binding affinity (normalized) is 0.427.